From a dataset of Experimental lipophilicity measurements (octanol/water distribution) for 4,200 compounds from AstraZeneca. Regression/Classification. Given a drug SMILES string, predict its absorption, distribution, metabolism, or excretion properties. Task type varies by dataset: regression for continuous measurements (e.g., permeability, clearance, half-life) or binary classification for categorical outcomes (e.g., BBB penetration, CYP inhibition). For this dataset (lipophilicity_astrazeneca), we predict Y. The molecule is Cc1cn([C@H]2CCCN([C@H](CC(C)(C)C)c3ccc(C(=O)O)c(Oc4cccc(Br)c4)c3)C2)c(=O)[nH]c1=O. The Y is 1.09 logD.